From a dataset of Peptide-MHC class II binding affinity with 134,281 pairs from IEDB. Regression. Given a peptide amino acid sequence and an MHC pseudo amino acid sequence, predict their binding affinity value. This is MHC class II binding data. (1) The peptide sequence is SIAQHLVSDRPIMRY. The MHC is DRB3_0101 with pseudo-sequence DRB3_0101. The binding affinity (normalized) is 0.589. (2) The binding affinity (normalized) is 0.646. The peptide sequence is YPWDRIEEVTRMAMT. The MHC is DRB1_1301 with pseudo-sequence DRB1_1301. (3) The peptide sequence is EKKYFAATQCEPLAA. The MHC is DRB1_0101 with pseudo-sequence DRB1_0101. The binding affinity (normalized) is 0.617. (4) The peptide sequence is LLDNRSNHYEEVIAS. The MHC is H-2-IAb with pseudo-sequence H-2-IAb. The binding affinity (normalized) is 0.0612. (5) The peptide sequence is SQDLELSWNLNGLQLY. The MHC is DRB1_0401 with pseudo-sequence DRB1_0401. The binding affinity (normalized) is 0.617.